Dataset: Forward reaction prediction with 1.9M reactions from USPTO patents (1976-2016). Task: Predict the product of the given reaction. (1) Given the reactants [CH3:1][C:2]1[CH:7]=[C:6]([OH:8])[CH:5]=[C:4]([CH3:9])[C:3]=1[C:10]1[CH:15]=[CH:14][C:13]([C:16]([F:19])([F:18])[F:17])=[CH:12][CH:11]=1.CO[C:22]([C:24]1[S:25][C:26]([CH:30](O)[CH2:31][CH3:32])=[C:27]([Cl:29])[CH:28]=1)=[O:23].Cl.[CH3:35][O:36][C:37](=[O:41])[CH2:38][CH2:39][NH2:40], predict the reaction product. The product is: [CH3:35][O:36][C:37](=[O:41])[CH2:38][CH2:39][NH:40][C:22]([C:24]1[S:25][C:26]([CH:30]([O:8][C:6]2[CH:5]=[C:4]([CH3:9])[C:3]([C:10]3[CH:15]=[CH:14][C:13]([C:16]([F:18])([F:17])[F:19])=[CH:12][CH:11]=3)=[C:2]([CH3:1])[CH:7]=2)[CH2:31][CH3:32])=[C:27]([Cl:29])[CH:28]=1)=[O:23]. (2) Given the reactants Cl[C:2]1[N:3]=[C:4]2[C:9](=[CH:10][CH:11]=1)[N:8]=[CH:7][C:6]1[CH:12]=[CH:13][C:14](=[O:26])[N:15]([C:16]3[CH:21]=[CH:20][CH:19]=[C:18]([C:22]([F:25])([F:24])[F:23])[CH:17]=3)[C:5]2=1.CC1(C)C(C)(C)OB([C:35]2[C:43]3[C:38](=[N:39][CH:40]=[CH:41][CH:42]=3)[N:37]([C:44]([O:46][C:47]([CH3:50])([CH3:49])[CH3:48])=[O:45])[CH:36]=2)O1.C(=O)([O-])[O-].[Na+].[Na+], predict the reaction product. The product is: [O:26]=[C:14]1[N:15]([C:16]2[CH:21]=[CH:20][CH:19]=[C:18]([C:22]([F:25])([F:24])[F:23])[CH:17]=2)[C:5]2[C:4]3[C:9](=[CH:10][CH:11]=[C:2]([C:35]4[C:43]5[C:38](=[N:39][CH:40]=[CH:41][CH:42]=5)[N:37]([C:44]([O:46][C:47]([CH3:50])([CH3:49])[CH3:48])=[O:45])[CH:36]=4)[N:3]=3)[N:8]=[CH:7][C:6]=2[CH:12]=[CH:13]1.